Dataset: NCI-60 drug combinations with 297,098 pairs across 59 cell lines. Task: Regression. Given two drug SMILES strings and cell line genomic features, predict the synergy score measuring deviation from expected non-interaction effect. (1) Drug 1: CC1=C(C=C(C=C1)NC(=O)C2=CC=C(C=C2)CN3CCN(CC3)C)NC4=NC=CC(=N4)C5=CN=CC=C5. Drug 2: CC(C)CN1C=NC2=C1C3=CC=CC=C3N=C2N. Cell line: RXF 393. Synergy scores: CSS=6.28, Synergy_ZIP=-1.71, Synergy_Bliss=-0.387, Synergy_Loewe=0.169, Synergy_HSA=-1.41. (2) Drug 1: C1CC2CC3=C(CC1C24CN(S(=O)(=O)N4)CC(F)(F)F)C=CC(=C3)C=CCN5CCC(CC5)C(F)(F)F. Drug 2: B(C(CC(C)C)NC(=O)C(CC1=CC=CC=C1)NC(=O)C2=NC=CN=C2)(O)O. Cell line: UACC62. Synergy scores: CSS=46.0, Synergy_ZIP=-1.06, Synergy_Bliss=0.224, Synergy_Loewe=-1.93, Synergy_HSA=2.43. (3) Drug 1: COC1=CC(=CC(=C1O)OC)C2C3C(COC3=O)C(C4=CC5=C(C=C24)OCO5)OC6C(C(C7C(O6)COC(O7)C8=CC=CS8)O)O. Drug 2: CN1C(=O)N2C=NC(=C2N=N1)C(=O)N. Cell line: SR. Synergy scores: CSS=87.0, Synergy_ZIP=3.80, Synergy_Bliss=2.87, Synergy_Loewe=-0.156, Synergy_HSA=4.49. (4) Drug 1: CC1=C2C(C(=O)C3(C(CC4C(C3C(C(C2(C)C)(CC1OC(=O)C(C(C5=CC=CC=C5)NC(=O)OC(C)(C)C)O)O)OC(=O)C6=CC=CC=C6)(CO4)OC(=O)C)OC)C)OC. Drug 2: CS(=O)(=O)CCNCC1=CC=C(O1)C2=CC3=C(C=C2)N=CN=C3NC4=CC(=C(C=C4)OCC5=CC(=CC=C5)F)Cl. Cell line: U251. Synergy scores: CSS=57.6, Synergy_ZIP=8.78, Synergy_Bliss=9.33, Synergy_Loewe=-24.9, Synergy_HSA=9.74. (5) Drug 1: C1CC(=O)NC(=O)C1N2CC3=C(C2=O)C=CC=C3N. Drug 2: CC1=CC=C(C=C1)C2=CC(=NN2C3=CC=C(C=C3)S(=O)(=O)N)C(F)(F)F. Cell line: HL-60(TB). Synergy scores: CSS=8.64, Synergy_ZIP=-4.06, Synergy_Bliss=0.224, Synergy_Loewe=0.973, Synergy_HSA=1.52. (6) Drug 1: C1=NC2=C(N=C(N=C2N1C3C(C(C(O3)CO)O)F)Cl)N. Drug 2: CC=C1C(=O)NC(C(=O)OC2CC(=O)NC(C(=O)NC(CSSCCC=C2)C(=O)N1)C(C)C)C(C)C. Cell line: NCI/ADR-RES. Synergy scores: CSS=20.4, Synergy_ZIP=0.209, Synergy_Bliss=1.15, Synergy_Loewe=-0.752, Synergy_HSA=-0.674. (7) Drug 1: C1=C(C(=O)NC(=O)N1)F. Drug 2: CCC1=C2CN3C(=CC4=C(C3=O)COC(=O)C4(CC)O)C2=NC5=C1C=C(C=C5)O. Cell line: SF-268. Synergy scores: CSS=49.0, Synergy_ZIP=-0.418, Synergy_Bliss=0.163, Synergy_Loewe=-9.90, Synergy_HSA=3.47.